This data is from Catalyst prediction with 721,799 reactions and 888 catalyst types from USPTO. The task is: Predict which catalyst facilitates the given reaction. (1) Reactant: I[CH2:2][CH2:3][CH3:4].[NH:5]1[C:9]2[CH:10]=[CH:11][CH:12]=[CH:13][C:8]=2[N:7]=[C:6]1[C:14]1[C:15]([NH2:19])=[N:16][O:17][N:18]=1.C(=O)([O-])[O-].[Cs+].[Cs+]. Product: [CH2:2]([N:7]1[C:8]2[CH:13]=[CH:12][CH:11]=[CH:10][C:9]=2[N:5]=[C:6]1[C:14]1[C:15]([NH2:19])=[N:16][O:17][N:18]=1)[CH2:3][CH3:4]. The catalyst class is: 9. (2) Reactant: [C:1]([O:5][C:6]([NH:8][CH:9]1[CH2:12][NH:11][CH2:10]1)=[O:7])([CH3:4])([CH3:3])[CH3:2].Br[C:14]1[S:15][C:16]([C:19]([O:21][CH2:22][CH3:23])=[O:20])=[CH:17][N:18]=1.C(N(C(C)C)CC)(C)C. Product: [C:1]([O:5][C:6]([NH:8][CH:9]1[CH2:10][N:11]([C:14]2[S:15][C:16]([C:19]([O:21][CH2:22][CH3:23])=[O:20])=[CH:17][N:18]=2)[CH2:12]1)=[O:7])([CH3:4])([CH3:2])[CH3:3]. The catalyst class is: 39. (3) The catalyst class is: 4. Reactant: [Si]([O:8][C@H:9]([CH3:43])[CH2:10][NH:11][C:12]([CH2:14][C@H:15]1[CH2:26][CH2:25][C:24]2[S:23][C:22]3[C:17](=[C:18]([O:27][CH:28]4[CH2:33][CH2:32][CH:31]([N:34](C)[C:35](=O)OC(C)(C)C)[CH2:30][CH2:29]4)[N:19]=[CH:20][N:21]=3)[C:16]1=2)=[O:13])(C(C)(C)C)(C)C.Cl. Product: [OH:8][C@H:9]([CH3:43])[CH2:10][NH:11][C:12](=[O:13])[CH2:14][C@H:15]1[CH2:26][CH2:25][C:24]2[S:23][C:22]3[C:17](=[C:18]([O:27][CH:28]4[CH2:29][CH2:30][CH:31]([NH:34][CH3:35])[CH2:32][CH2:33]4)[N:19]=[CH:20][N:21]=3)[C:16]1=2. (4) Reactant: [NH2:1][C:2]1[C:10]2[C:5](=[CH:6][CH:7]=[CH:8][CH:9]=2)[C:4](=[O:11])[N:3]=1.[CH:12]1([CH2:15][CH2:16][NH:17][C:18]([C:20]2[N:21]=[N:22][C:23]([N:26]3[CH2:31][CH2:30]N[CH2:28][CH2:27]3)=[CH:24][CH:25]=2)=[O:19])[CH2:14][CH2:13]1. Product: [CH:12]1([CH2:15][CH2:16][NH:17][C:18]([C:20]2[N:21]=[N:22][C:23]([N:26]3[CH2:27][CH2:28][N:1]([C:2]4[C:10]5[C:5](=[CH:6][CH:7]=[CH:8][CH:9]=5)[C:4](=[O:11])[N:3]=4)[CH2:30][CH2:31]3)=[CH:24][CH:25]=2)=[O:19])[CH2:14][CH2:13]1. The catalyst class is: 8. (5) Reactant: CC(OC(/N=N/C(OC(C)C)=O)=O)C.[Cl:15][C:16]1[CH:21]=[CH:20][C:19]([OH:22])=[C:18]([B:23]2[O:27]C(C)(C)C(C)(C)[O:24]2)[CH:17]=1.C1(P(C2C=CC=CC=2)C2C=CC=CC=2)C=CC=CC=1.[C:51]([O:56]C(C)(C)C)(=[O:55])[C@@H:52]([CH3:54])O. Product: [B:23]([C:18]1[CH:17]=[C:16]([Cl:15])[CH:21]=[CH:20][C:19]=1[O:22][C@@H:52]([CH3:54])[C:51]([OH:56])=[O:55])([OH:24])[OH:27]. The catalyst class is: 1.